Dataset: Peptide-MHC class I binding affinity with 185,985 pairs from IEDB/IMGT. Task: Regression. Given a peptide amino acid sequence and an MHC pseudo amino acid sequence, predict their binding affinity value. This is MHC class I binding data. (1) The peptide sequence is PLTFGWCYKL. The MHC is HLA-A02:06 with pseudo-sequence HLA-A02:06. The binding affinity (normalized) is 0.0479. (2) The peptide sequence is FYPEKSTVI. The MHC is HLA-C04:01 with pseudo-sequence HLA-C04:01. The binding affinity (normalized) is 0.431. (3) The peptide sequence is TLTSCNTSV. The MHC is HLA-A02:06 with pseudo-sequence HLA-A02:06. The binding affinity (normalized) is 0.432. (4) The peptide sequence is RVCAEMVAK. The MHC is HLA-A23:01 with pseudo-sequence HLA-A23:01. The binding affinity (normalized) is 0.0847. (5) The peptide sequence is CKMNWFLNW. The MHC is Mamu-B3901 with pseudo-sequence Mamu-B3901. The binding affinity (normalized) is 0.159. (6) The peptide sequence is YLVQQESSFV. The MHC is HLA-A02:01 with pseudo-sequence HLA-A02:01. The binding affinity (normalized) is 0.600. (7) The peptide sequence is YTAFTLPSVN. The binding affinity (normalized) is 0.338. The MHC is Mamu-A01 with pseudo-sequence Mamu-A01. (8) The peptide sequence is DISINSEYI. The MHC is HLA-A02:02 with pseudo-sequence HLA-A02:02. The binding affinity (normalized) is 0.386. (9) The peptide sequence is RQFPTAVEF. The MHC is Mamu-B52 with pseudo-sequence Mamu-B52. The binding affinity (normalized) is 0.474.